The task is: Predict the reaction yield, written as a fraction of the theoretical maximum amount of product (1.0 means a 100% yield; for example, 0.34 means a 34% yield).. This data is from Reaction yield outcomes from USPTO patents with 853,638 reactions. (1) The reactants are C([O:3][C:4]([C:6]1[C:10]2[CH:11]=[CH:12][C:13]([O:15][C:16]3[S:17][C:18]4[C:19]([N:24]=3)=[N:20][CH:21]=[CH:22][CH:23]=4)=[CH:14][C:9]=2[O:8][CH:7]=1)=[O:5])C.[Li+].[OH-]. The catalyst is C1COCC1. The product is [CH:4]([OH:5])=[O:3].[S:17]1[C:18]2[C:19](=[N:20][CH:21]=[CH:22][CH:23]=2)[N:24]=[C:16]1[O:15][C:13]1[CH:12]=[CH:11][C:10]2[C:6]([C:4]([OH:5])=[O:3])=[CH:7][O:8][C:9]=2[CH:14]=1. The yield is 0.440. (2) The reactants are [C:1]([O:5][C:6]([N:8]([CH2:16]/[C:17](/[F:38])=[CH:18]\[CH2:19][O:20][Si:21]([C:34]([CH3:37])([CH3:36])[CH3:35])([C:28]1[CH:33]=[CH:32][CH:31]=[CH:30][CH:29]=1)[C:22]1[CH:27]=[CH:26][CH:25]=[CH:24][CH:23]=1)C(=O)C(OCC)=O)=[O:7])([CH3:4])([CH3:3])[CH3:2].[Li+].[OH-]. The catalyst is C1COCC1. The product is [C:1]([O:5][C:6]([NH:8][CH2:16]/[C:17](/[F:38])=[CH:18]\[CH2:19][O:20][Si:21]([C:34]([CH3:37])([CH3:36])[CH3:35])([C:22]1[CH:23]=[CH:24][CH:25]=[CH:26][CH:27]=1)[C:28]1[CH:33]=[CH:32][CH:31]=[CH:30][CH:29]=1)=[O:7])([CH3:4])([CH3:2])[CH3:3]. The yield is 1.00. (3) The reactants are Cl[C:2]1[C:11]2[C:6](=[CH:7][CH:8]=[C:9]([N+:12]([O-:14])=[O:13])[CH:10]=2)[CH:5]=[CH:4][N:3]=1.[CH3:15][O-:16].[Na+]. The catalyst is CO. The product is [CH3:15][O:16][C:2]1[C:11]2[C:6](=[CH:7][CH:8]=[C:9]([N+:12]([O-:14])=[O:13])[CH:10]=2)[CH:5]=[CH:4][N:3]=1. The yield is 0.810.